This data is from M1 muscarinic receptor antagonist screen with 61,756 compounds. The task is: Binary Classification. Given a drug SMILES string, predict its activity (active/inactive) in a high-throughput screening assay against a specified biological target. (1) The compound is o1c(c(c(c1NC(=O)Cn1c(=O)c2c(nc1)cccc2)C#N)c1ccccc1)c1ccccc1. The result is 0 (inactive). (2) The drug is O1CCN(CC1)Cc1ccc(Nc2ncnc3c2oc2c3cccc2)cc1. The result is 0 (inactive).